Dataset: Retrosynthesis with 50K atom-mapped reactions and 10 reaction types from USPTO. Task: Predict the reactants needed to synthesize the given product. (1) Given the product CC(C)(C)OC(=O)N[C@H](CO)C(=O)NCc1ccccc1, predict the reactants needed to synthesize it. The reactants are: CC(C)(C)OC(=O)OC(=O)OC(C)(C)C.N[C@H](CO)C(=O)NCc1ccccc1. (2) Given the product COC(=O)Cc1ccc(C)c(S(=O)(=O)N2CCc3nc(-c4ccc(C(F)(F)F)cc4)sc3C2)c1, predict the reactants needed to synthesize it. The reactants are: COC(=O)Cc1ccc(C)c(S(=O)(=O)Cl)c1.FC(F)(F)c1ccc(-c2nc3c(s2)CNCC3)cc1.